This data is from Forward reaction prediction with 1.9M reactions from USPTO patents (1976-2016). The task is: Predict the product of the given reaction. (1) The product is: [NH2:1][C:4]1[CH:5]=[C:6]([CH:33]=[CH:34][CH:35]=1)[C:7]([NH:9][CH:10]1[C:15]([Cl:16])=[CH:14][C:13]([C:17]([C:23]2[CH:28]=[CH:27][C:26]([Cl:29])=[CH:25][CH:24]=2)([OH:22])[C:18]([F:19])([F:20])[F:21])=[CH:12][C:11]1([Cl:32])[O:30][CH3:31])=[O:8]. Given the reactants [N+:1]([C:4]1[CH:5]=[C:6]([CH:33]=[CH:34][CH:35]=1)[C:7]([NH:9][CH:10]1[C:15]([Cl:16])=[CH:14][C:13]([C:17]([C:23]2[CH:28]=[CH:27][C:26]([Cl:29])=[CH:25][CH:24]=2)([OH:22])[C:18]([F:21])([F:20])[F:19])=[CH:12][C:11]1([Cl:32])[O:30][CH3:31])=[O:8])([O-])=O.[OH-].[Na+].S(S([O-])=O)([O-])=O.[Na+].[Na+], predict the reaction product. (2) Given the reactants C(O[C:5](=[O:7])C)(=O)C.C(O)=O.[F:11][C:12]1[CH:18]=[CH:17][CH:16]=[CH:15][C:13]=1[NH2:14], predict the reaction product. The product is: [CH:5]([NH:14][C:13]1[CH:15]=[CH:16][CH:17]=[CH:18][C:12]=1[F:11])=[O:7]. (3) Given the reactants [NH2:1][N:2]1[C:7](=[O:8])[C:6]([C:9]2[NH:14][C:13]3[CH:15]=[CH:16][CH:17]=[CH:18][C:12]=3[S:11](=[O:20])(=[O:19])[N:10]=2)=[C:5]([OH:21])[C:4]2[S:22][CH:23]=[CH:24][C:3]1=2.[S:25]1[CH:29]=[CH:28][C:27]([CH:30]=O)=[CH:26]1, predict the reaction product. The product is: [O:19]=[S:11]1(=[O:20])[C:12]2[CH:18]=[CH:17][CH:16]=[CH:15][C:13]=2[NH:14][C:9]([C:6]2[C:7](=[O:8])[N:2]([N:1]=[CH:30][C:27]3[CH:28]=[CH:29][S:25][CH:26]=3)[C:3]3[CH:24]=[CH:23][S:22][C:4]=3[C:5]=2[OH:21])=[N:10]1. (4) Given the reactants [F:1][C:2]1[CH:19]=[CH:18][C:5]([CH2:6][O:7][C:8]2[CH:13]=[CH:12][CH:11]=[CH:10][C:9]=2[CH2:14][C:15](O)=[O:16])=[CH:4][CH:3]=1.C(N1C=CN=C1)(N1C=CN=C1)=O.N1C=CN=C1.[H-].[Na+].[NH2:39][C:40]1[S:41][S:42][C:43](=[S:45])[N:44]=1, predict the reaction product. The product is: [F:1][C:2]1[CH:19]=[CH:18][C:5]([CH2:6][O:7][C:8]2[CH:13]=[CH:12][CH:11]=[CH:10][C:9]=2[CH2:14][C:15]([NH:39][C:40]2[S:41][S:42][C:43](=[S:45])[N:44]=2)=[O:16])=[CH:4][CH:3]=1.